From a dataset of Full USPTO retrosynthesis dataset with 1.9M reactions from patents (1976-2016). Predict the reactants needed to synthesize the given product. (1) Given the product [F:8][C:4]1[CH:5]=[CH:6][CH:7]=[C:2]([F:1])[C:3]=1[CH:9]1[NH:14][C:13]2[CH:15]=[CH:16][C:17]([C:31]3[N:32]=[C:33]([C:35]4[CH:40]=[CH:39][CH:38]=[CH:37][N:36]=4)[S:34][C:30]=3[CH2:28][CH3:29])=[CH:18][C:12]=2[O:11][CH2:10]1, predict the reactants needed to synthesize it. The reactants are: [F:1][C:2]1[CH:7]=[CH:6][CH:5]=[C:4]([F:8])[C:3]=1[CH:9]1[NH:14][C:13]2[CH:15]=[CH:16][C:17](B3OC(C)(C)C(C)(C)O3)=[CH:18][C:12]=2[O:11][CH2:10]1.[CH2:28]([C:30]1[S:34][C:33]([C:35]2[CH:40]=[CH:39][CH:38]=[CH:37][N:36]=2)=[N:32][C:31]=1OS(C(F)(F)F)(=O)=O)[CH3:29]. (2) The reactants are: Cl[C:2]1[C:3]2[C:10]3[CH:11]=[CH:12][N:13]=[CH:14][C:9]=3[NH:8][C:4]=2[N:5]=[CH:6][N:7]=1.[NH:15]1[CH2:20][CH2:19][O:18][CH2:17][CH2:16]1.C(N(CC)CC)C. Given the product [N:15]1([C:2]2[C:3]3[C:10]4[CH:11]=[CH:12][N:13]=[CH:14][C:9]=4[NH:8][C:4]=3[N:5]=[CH:6][N:7]=2)[CH2:20][CH2:19][O:18][CH2:17][CH2:16]1, predict the reactants needed to synthesize it. (3) The reactants are: [OH:1][C:2]1[CH:7]=[C:6]([CH3:8])[CH:5]=[CH:4][N:3]=1.Br[C:10]1[CH:14]=[CH:13][S:12][CH:11]=1.C(=O)([O-])[O-].[K+].[K+]. Given the product [CH3:8][C:6]1[CH:5]=[CH:4][N:3]([C:10]2[CH:14]=[CH:13][S:12][CH:11]=2)[C:2](=[O:1])[CH:7]=1, predict the reactants needed to synthesize it. (4) Given the product [N:13]1([CH2:2][C:3]2[CH:4]=[C:5]([S:9]([NH2:12])(=[O:11])=[O:10])[CH:6]=[CH:7][CH:8]=2)[CH:17]=[CH:16][CH:15]=[N:14]1, predict the reactants needed to synthesize it. The reactants are: Br[CH2:2][C:3]1[CH:4]=[C:5]([S:9]([NH2:12])(=[O:11])=[O:10])[CH:6]=[CH:7][CH:8]=1.[NH:13]1[CH:17]=[CH:16][CH:15]=[N:14]1.O.C(=O)([O-])O.[Na+]. (5) Given the product [CH3:35][C:25]1[CH:26]=[C:27]([S:31]([NH:1][C:2]2[CH:7]=[CH:6][CH:5]=[C:4]([NH:8][C:9]([NH:11][C:12]3[CH:13]=[CH:14][CH:15]=[CH:16][CH:17]=3)=[O:10])[CH:3]=2)(=[O:33])=[O:32])[CH:28]=[CH:29][CH:30]=1, predict the reactants needed to synthesize it. The reactants are: [NH2:1][C:2]1[CH:3]=[C:4]([NH:8][C:9]([NH:11][C:12]2[CH:17]=[CH:16][CH:15]=[CH:14][CH:13]=2)=[O:10])[CH:5]=[CH:6][CH:7]=1.C(N(CC)CC)C.[C:25]1([CH3:35])[CH:30]=[CH:29][CH:28]=[C:27]([S:31](Cl)(=[O:33])=[O:32])[CH:26]=1. (6) Given the product [CH2:1]([O:3][C:4]([C:6]1[C:10]([CH:11]=[O:31])=[C:9]([C:13]2[CH:14]=[CH:15][C:16]([Cl:19])=[CH:17][CH:18]=2)[N:8]([C:20]2[CH:25]=[CH:24][CH:23]=[CH:22][C:21]=2[Cl:26])[N:7]=1)=[O:5])[CH3:2], predict the reactants needed to synthesize it. The reactants are: [CH2:1]([O:3][C:4]([C:6]1[C:10]([CH:11]=C)=[C:9]([C:13]2[CH:18]=[CH:17][C:16]([Cl:19])=[CH:15][CH:14]=2)[N:8]([C:20]2[CH:25]=[CH:24][CH:23]=[CH:22][C:21]=2[Cl:26])[N:7]=1)=[O:5])[CH3:2].C[N+]1([O-])CC[O:31]CC1.O.I([O-])(=O)(=O)=O.[Na+].